This data is from Reaction yield outcomes from USPTO patents with 853,638 reactions. The task is: Predict the reaction yield, written as a fraction of the theoretical maximum amount of product (1.0 means a 100% yield; for example, 0.34 means a 34% yield). The reactants are [F:1][C:2]([F:25])([F:24])[C:3]1[CH:8]=[CH:7][C:6]([C:9]([F:12])([F:11])[F:10])=[CH:5][C:4]=1[NH:13][C:14](=[O:23])[C:15]1[CH:20]=[C:19]([Cl:21])[CH:18]=[CH:17][C:16]=1[OH:22].[C:26](Cl)(=[O:28])[CH3:27]. No catalyst specified. The product is [C:26]([O:22][C:16]1[CH:17]=[CH:18][C:19]([Cl:21])=[CH:20][C:15]=1[C:14]([NH:13][C:4]1[CH:5]=[C:6]([C:9]([F:10])([F:11])[F:12])[CH:7]=[CH:8][C:3]=1[C:2]([F:1])([F:24])[F:25])=[O:23])(=[O:28])[CH3:27]. The yield is 0.0660.